This data is from NCI-60 drug combinations with 297,098 pairs across 59 cell lines. The task is: Regression. Given two drug SMILES strings and cell line genomic features, predict the synergy score measuring deviation from expected non-interaction effect. (1) Drug 1: C1=CC=C(C=C1)NC(=O)CCCCCCC(=O)NO. Drug 2: COCCOC1=C(C=C2C(=C1)C(=NC=N2)NC3=CC=CC(=C3)C#C)OCCOC.Cl. Cell line: HCT116. Synergy scores: CSS=24.5, Synergy_ZIP=5.66, Synergy_Bliss=4.41, Synergy_Loewe=-16.1, Synergy_HSA=2.21. (2) Drug 1: CCC1=C2CN3C(=CC4=C(C3=O)COC(=O)C4(CC)O)C2=NC5=C1C=C(C=C5)O. Drug 2: CCC1=C2N=C(C=C(N2N=C1)NCC3=C[N+](=CC=C3)[O-])N4CCCCC4CCO. Cell line: NCIH23. Synergy scores: CSS=50.0, Synergy_ZIP=-3.56, Synergy_Bliss=-3.84, Synergy_Loewe=-8.13, Synergy_HSA=-2.03. (3) Drug 1: C1CC(=O)NC(=O)C1N2CC3=C(C2=O)C=CC=C3N. Drug 2: CN(C(=O)NC(C=O)C(C(C(CO)O)O)O)N=O. Cell line: MCF7. Synergy scores: CSS=5.06, Synergy_ZIP=-0.417, Synergy_Bliss=0.452, Synergy_Loewe=1.91, Synergy_HSA=0.994. (4) Drug 1: C1C(C(OC1N2C=NC3=C(N=C(N=C32)Cl)N)CO)O. Drug 2: C(CC(=O)O)C(=O)CN.Cl. Cell line: MCF7. Synergy scores: CSS=5.26, Synergy_ZIP=-1.94, Synergy_Bliss=-1.99, Synergy_Loewe=-3.07, Synergy_HSA=-3.02. (5) Drug 1: CC1=C(C=C(C=C1)NC(=O)C2=CC=C(C=C2)CN3CCN(CC3)C)NC4=NC=CC(=N4)C5=CN=CC=C5. Drug 2: B(C(CC(C)C)NC(=O)C(CC1=CC=CC=C1)NC(=O)C2=NC=CN=C2)(O)O. Cell line: HOP-62. Synergy scores: CSS=35.0, Synergy_ZIP=2.93, Synergy_Bliss=12.0, Synergy_Loewe=-15.9, Synergy_HSA=5.14. (6) Drug 1: C1=C(C(=O)NC(=O)N1)N(CCCl)CCCl. Drug 2: CC1=C2C(C(=O)C3(C(CC4C(C3C(C(C2(C)C)(CC1OC(=O)C(C(C5=CC=CC=C5)NC(=O)C6=CC=CC=C6)O)O)OC(=O)C7=CC=CC=C7)(CO4)OC(=O)C)O)C)OC(=O)C. Cell line: IGROV1. Synergy scores: CSS=32.6, Synergy_ZIP=-11.4, Synergy_Bliss=-9.36, Synergy_Loewe=-3.39, Synergy_HSA=-1.92. (7) Drug 1: CC1C(C(=O)NC(C(=O)N2CCCC2C(=O)N(CC(=O)N(C(C(=O)O1)C(C)C)C)C)C(C)C)NC(=O)C3=C4C(=C(C=C3)C)OC5=C(C(=O)C(=C(C5=N4)C(=O)NC6C(OC(=O)C(N(C(=O)CN(C(=O)C7CCCN7C(=O)C(NC6=O)C(C)C)C)C)C(C)C)C)N)C. Drug 2: CC1=C(C(CCC1)(C)C)C=CC(=CC=CC(=CC(=O)O)C)C. Cell line: NCI-H522. Synergy scores: CSS=20.0, Synergy_ZIP=14.8, Synergy_Bliss=19.1, Synergy_Loewe=18.5, Synergy_HSA=18.0.